This data is from Forward reaction prediction with 1.9M reactions from USPTO patents (1976-2016). The task is: Predict the product of the given reaction. (1) The product is: [CH3:37][S:38]([O:25][CH2:24][C:17]1[C:18]2[C:23](=[CH:22][CH:21]=[CH:20][CH:19]=2)[C:14]([C:12]2[CH2:13][C:9]([C:4]3[CH:5]=[C:6]([Cl:8])[CH:7]=[C:2]([Cl:1])[CH:3]=3)([C:26]([F:28])([F:29])[F:27])[CH2:10][N:11]=2)=[CH:15][CH:16]=1)(=[O:40])=[O:39]. Given the reactants [Cl:1][C:2]1[CH:3]=[C:4]([C:9]2([C:26]([F:29])([F:28])[F:27])[CH2:13][C:12]([C:14]3[C:23]4[C:18](=[CH:19][CH:20]=[CH:21][CH:22]=4)[C:17]([CH2:24][OH:25])=[CH:16][CH:15]=3)=[N:11][CH2:10]2)[CH:5]=[C:6]([Cl:8])[CH:7]=1.C(N(CC)CC)C.[CH3:37][S:38](Cl)(=[O:40])=[O:39].O, predict the reaction product. (2) Given the reactants Br[C:2](Br)=[C:3]([C:12]1[CH:17]=[CH:16][CH:15]=[CH:14][C:13]=1[NH2:18])[C:4]#[C:5][C:6]1[CH:11]=[CH:10][CH:9]=[CH:8][CH:7]=1.[C:20]1(B(O)O)[CH:25]=[CH:24][CH:23]=[CH:22][CH:21]=1.[O-]P([O-])([O-])=O.[K+].[K+].[K+].O, predict the reaction product. The product is: [C:20]1([C:2]2[NH:18][C:13]3[C:12]([C:3]=2[C:4]#[C:5][C:6]2[CH:11]=[CH:10][CH:9]=[CH:8][CH:7]=2)=[CH:17][CH:16]=[CH:15][CH:14]=3)[CH:25]=[CH:24][CH:23]=[CH:22][CH:21]=1. (3) Given the reactants C(N(CC)CC)C.Cl.[O:9]=[C:10]1[CH:15]([N:16]2[C:24](=[O:25])[C:23]3[C:18](=[CH:19][CH:20]=[CH:21][C:22]=3[CH2:26][NH:27][CH3:28])[C:17]2=[O:29])[CH2:14][CH2:13][C:12](=[O:30])[NH:11]1.[C:31]1([CH3:40])[CH:36]=[CH:35][C:34]([N:37]=[C:38]=[O:39])=[CH:33][CH:32]=1, predict the reaction product. The product is: [O:9]=[C:10]1[CH:15]([N:16]2[C:24](=[O:25])[C:23]3[C:18](=[CH:19][CH:20]=[CH:21][C:22]=3[CH2:26][N:27]([CH3:28])[C:38]([NH:37][C:34]3[CH:35]=[CH:36][C:31]([CH3:40])=[CH:32][CH:33]=3)=[O:39])[C:17]2=[O:29])[CH2:14][CH2:13][C:12](=[O:30])[NH:11]1. (4) Given the reactants [CH3:1][O:2][C:3]1[CH:4]=[C:5]2[C:10](=[CH:11][C:12]=1[O:13][CH3:14])[N:9]=[CH:8][CH:7]=[C:6]2[O:15][C:16]1[CH:22]=[CH:21][C:19]([NH2:20])=[CH:18][CH:17]=1.C(N(CC)CC)C.ClC(Cl)(O[C:34](=[O:40])OC(Cl)(Cl)Cl)Cl.[CH3:42][C:43]1[S:47][C:46]([CH:48]([NH2:50])[CH3:49])=[N:45][CH:44]=1, predict the reaction product. The product is: [CH3:1][O:2][C:3]1[CH:4]=[C:5]2[C:10](=[CH:11][C:12]=1[O:13][CH3:14])[N:9]=[CH:8][CH:7]=[C:6]2[O:15][C:16]1[CH:22]=[CH:21][C:19]([NH:20][C:34]([NH:50][CH:48]([C:46]2[S:47][C:43]([CH3:42])=[CH:44][N:45]=2)[CH3:49])=[O:40])=[CH:18][CH:17]=1. (5) Given the reactants ClC1C=CC2C3N=C(NC4C=C(C=CC=4)C(O)=O)N=CC=3CC(=O)NC=2C=1.NCCCCNC(=O)OC(C)(C)C.C(OC(=O)[NH:47][CH2:48][CH2:49][CH2:50][CH2:51][NH:52][C:53](=[O:78])[C:54]1[CH:59]=[CH:58][CH:57]=[C:56]([NH:60][C:61]2[N:62]=[CH:63][C:64]3[CH2:70][C:69](=[O:71])[NH:68][C:67]4[CH:72]=[C:73]([Cl:76])[CH:74]=[CH:75][C:66]=4[C:65]=3[N:77]=2)[CH:55]=1)(C)(C)C, predict the reaction product. The product is: [NH2:47][CH2:48][CH2:49][CH2:50][CH2:51][NH:52][C:53](=[O:78])[C:54]1[CH:59]=[CH:58][CH:57]=[C:56]([NH:60][C:61]2[N:62]=[CH:63][C:64]3[CH2:70][C:69](=[O:71])[NH:68][C:67]4[CH:72]=[C:73]([Cl:76])[CH:74]=[CH:75][C:66]=4[C:65]=3[N:77]=2)[CH:55]=1. (6) Given the reactants Cl.[CH:2]1([NH:7][NH2:8])[CH2:6][CH2:5][CH2:4][CH2:3]1.C(O[CH:12]=[C:13]([C:16]#[N:17])[C:14]#[N:15])C.CCN(CC)CC, predict the reaction product. The product is: [NH2:17][C:16]1[N:7]([CH:2]2[CH2:6][CH2:5][CH2:4][CH2:3]2)[N:8]=[CH:12][C:13]=1[C:14]#[N:15]. (7) Given the reactants C(OC[C:6]1[CH:11]=[CH:10][CH:9]=[C:8]([N+:12]([O-:14])=[O:13])[C:7]=1[B:15]1[O:19][C:18](C)(C)C(C)(C)[O:16]1)(=O)C.[OH-].[Na+].Cl, predict the reaction product. The product is: [N+:12]([C:8]1[C:7]2[B:15]([OH:16])[O:19][CH2:18][C:6]=2[CH:11]=[CH:10][CH:9]=1)([O-:14])=[O:13].